This data is from Forward reaction prediction with 1.9M reactions from USPTO patents (1976-2016). The task is: Predict the product of the given reaction. (1) The product is: [CH2:1]([O:8][C:9]([N:11]1[CH2:15][CH2:14][CH2:13][C@H:12]1[C:16](=[O:30])[NH:17][C:18]1[S:19][CH:20]=[C:21]([C:23]2[CH:24]=[CH:25][C:26]([NH:29][S:34]([CH:31]3[CH2:33][CH2:32]3)(=[O:36])=[O:35])=[CH:27][CH:28]=2)[N:22]=1)=[O:10])[C:2]1[CH:3]=[CH:4][CH:5]=[CH:6][CH:7]=1. Given the reactants [CH2:1]([O:8][C:9]([N:11]1[CH2:15][CH2:14][CH2:13][C@H:12]1[C:16](=[O:30])[NH:17][C:18]1[S:19][CH:20]=[C:21]([C:23]2[CH:28]=[CH:27][C:26]([NH2:29])=[CH:25][CH:24]=2)[N:22]=1)=[O:10])[C:2]1[CH:7]=[CH:6][CH:5]=[CH:4][CH:3]=1.[CH:31]1([S:34](Cl)(=[O:36])=[O:35])[CH2:33][CH2:32]1, predict the reaction product. (2) Given the reactants [I:1][C:2]1[N:3]=[CH:4][N:5]([CH2:7][C:8]([CH3:11])([OH:10])[CH3:9])[CH:6]=1.O([Si:20]([C:23]([CH3:26])([CH3:25])[CH3:24])([CH3:22])[CH3:21])S(C(F)(F)F)(=O)=O, predict the reaction product. The product is: [Si:20]([O:10][C:8]([CH3:11])([CH3:9])[CH2:7][N:5]1[CH:6]=[C:2]([I:1])[N:3]=[CH:4]1)([C:23]([CH3:26])([CH3:25])[CH3:24])([CH3:22])[CH3:21]. (3) Given the reactants [Br:1][C:2]1[CH:3]=[C:4]2[C:11]3([C:15](=[O:16])[N:14]([CH3:17])[C:13](SC)=[N:12]3)[CH2:10][CH:9]([C:20]3[CH:25]=[CH:24][CH:23]=[C:22]([F:26])[CH:21]=3)[O:8][C:5]2=[CH:6][CH:7]=1.[NH4+:27].[I-], predict the reaction product. The product is: [NH2:27][C:13]1[N:14]([CH3:17])[C:15](=[O:16])[C:11]2([C:4]3[C:5](=[CH:6][CH:7]=[C:2]([Br:1])[CH:3]=3)[O:8][CH:9]([C:20]3[CH:25]=[CH:24][CH:23]=[C:22]([F:26])[CH:21]=3)[CH2:10]2)[N:12]=1. (4) Given the reactants [CH2:1]([C:3]([CH2:8][OH:9])(C)[C:4]([OH:6])=[O:5])O.[O:10]=[C:11]=[N:12]C1CC(C)(C)CC(C)(CN=C=O)C1.C(OCCO)(=O)C=C.COC1C=CC(O)=CC=1.C(C1C=CC(C)=C(O)C=1C(C)(C)C)(C)(C)C.C([O-])(=O)CCCCCCCCCCC.C([O-])(=O)CCCCCCCCCCC.C([Sn+2]CCCC)CCC, predict the reaction product. The product is: [C:4]([OH:6])(=[O:5])[CH:3]=[CH2:1].[NH2:12][C:11]([O:9][CH2:8][CH3:3])=[O:10]. (5) Given the reactants [NH2:1][C:2]1[C:11]2[C:6](=[N:7][C:8]([C:19]3[CH:24]=[CH:23][C:22]([Cl:25])=[CH:21][C:20]=3[Cl:26])=[C:9]([C:12]3[CH:17]=[CH:16][C:15]([Cl:18])=[CH:14][CH:13]=3)[CH:10]=2)[N:5]([CH3:27])[C:4](=[O:28])[C:3]=1[CH:29]([CH3:31])[CH3:30].[H-].[Na+].I[CH3:35], predict the reaction product. The product is: [Cl:18][C:15]1[CH:14]=[CH:13][C:12]([C:9]2[CH:10]=[C:11]3[C:6](=[N:7][C:8]=2[C:19]2[CH:24]=[CH:23][C:22]([Cl:25])=[CH:21][C:20]=2[Cl:26])[N:5]([CH3:27])[C:4](=[O:28])[C:3]([CH:29]([CH3:31])[CH3:30])=[C:2]3[NH:1][CH3:35])=[CH:17][CH:16]=1. (6) Given the reactants [CH2:1]([N:3]1[C:7]2=[N:8][C:9]([CH2:48][CH3:49])=[C:10]([CH2:19][NH:20][C:21]([C:23]3[CH:28]=[CH:27][CH:26]=[C:25]([C:29]([NH:31][CH2:32][C:33]4[CH:34]=[C:35]([C:40]5[CH:45]=[CH:44][CH:43]=[C:42]([CH:46]=O)[CH:41]=5)[C:36]([F:39])=[CH:37][CH:38]=4)=[O:30])[CH:24]=3)=[O:22])[C:11]([NH:12][CH:13]3[CH2:18][CH2:17][O:16][CH2:15][CH2:14]3)=[C:6]2[CH:5]=[N:4]1)[CH3:2].[NH:50]1[CH2:55][CH2:54][CH:53]([C:56]#[N:57])[CH2:52][CH2:51]1.[BH-](OC(C)=O)(OC(C)=O)OC(C)=O.[Na+], predict the reaction product. The product is: [C:56]([CH:53]1[CH2:54][CH2:55][N:50]([CH2:46][C:42]2[CH:41]=[C:40]([C:35]3[C:36]([F:39])=[CH:37][CH:38]=[C:33]([CH2:32][NH:31][C:29]([C:25]4[CH:26]=[CH:27][CH:28]=[C:23]([C:21]([NH:20][CH2:19][C:10]5[C:11]([NH:12][CH:13]6[CH2:14][CH2:15][O:16][CH2:17][CH2:18]6)=[C:6]6[CH:5]=[N:4][N:3]([CH2:1][CH3:2])[C:7]6=[N:8][C:9]=5[CH2:48][CH3:49])=[O:22])[CH:24]=4)=[O:30])[CH:34]=3)[CH:45]=[CH:44][CH:43]=2)[CH2:51][CH2:52]1)#[N:57]. (7) Given the reactants [NH:1]1[C:9]2[C:4](=[N:5][CH:6]=[CH:7][CH:8]=2)[C:3]([C:10]([OH:12])=O)=[CH:2]1.F[P-](F)(F)(F)(F)F.N1(O[P+](N(C)C)(N(C)C)N(C)C)C2C=CC=CC=2N=N1.CN(C(ON1N=NC2C=CC=NC1=2)=[N+](C)C)C.F[P-](F)(F)(F)(F)F.Cl.[NH2:65][C@@H:66]1[CH2:71][CH2:70][CH2:69][CH2:68][C@H:67]1[OH:72], predict the reaction product. The product is: [OH:72][C@@H:67]1[CH2:68][CH2:69][CH2:70][CH2:71][C@H:66]1[NH:65][C:10]([C:3]1[C:4]2=[N:5][CH:6]=[CH:7][CH:8]=[C:9]2[NH:1][CH:2]=1)=[O:12].